Dataset: NCI-60 drug combinations with 297,098 pairs across 59 cell lines. Task: Regression. Given two drug SMILES strings and cell line genomic features, predict the synergy score measuring deviation from expected non-interaction effect. Drug 1: C1=C(C(=O)NC(=O)N1)F. Drug 2: CC1CCC2CC(C(=CC=CC=CC(CC(C(=O)C(C(C(=CC(C(=O)CC(OC(=O)C3CCCCN3C(=O)C(=O)C1(O2)O)C(C)CC4CCC(C(C4)OC)OCCO)C)C)O)OC)C)C)C)OC. Cell line: ACHN. Synergy scores: CSS=49.5, Synergy_ZIP=0.340, Synergy_Bliss=-0.945, Synergy_Loewe=5.88, Synergy_HSA=6.98.